Dataset: CYP3A4 inhibition data for predicting drug metabolism from PubChem BioAssay. Task: Regression/Classification. Given a drug SMILES string, predict its absorption, distribution, metabolism, or excretion properties. Task type varies by dataset: regression for continuous measurements (e.g., permeability, clearance, half-life) or binary classification for categorical outcomes (e.g., BBB penetration, CYP inhibition). Dataset: cyp3a4_veith. (1) The compound is COc1cccc(Nc2ncc3nc(-c4ccccc4)c(=O)n(C4CC4)c3n2)c1. The result is 0 (non-inhibitor). (2) The drug is CCO[P@]1(=O)OC[C@@H]2O[C@H](n3cnc4c(N)ncnc43)[C@H](O)[C@@H]2O1.c1ccccc1. The result is 0 (non-inhibitor). (3) The drug is CC(CCC(=O)O)(c1cc(Br)c(O)c(Br)c1)c1cc(Br)c(O)c(Br)c1. The result is 0 (non-inhibitor). (4) The drug is CCC(C)NC(=O)NC(=O)N(C1CCCCC1)S(C)(=O)=O. The result is 0 (non-inhibitor). (5) The molecule is CCCc1nnc(NC(=O)c2cccs2)s1. The result is 0 (non-inhibitor). (6) The drug is O=C(O)Cc1ccc(NC(=O)C2CCCCC2C(=O)O)cc1. The result is 0 (non-inhibitor). (7) The molecule is Cc1cc2c(c(=O)o1)C1(C(=O)N(CC(=O)O)c3ccccc31)C(C#N)=C(N)O2. The result is 0 (non-inhibitor).